From a dataset of Full USPTO retrosynthesis dataset with 1.9M reactions from patents (1976-2016). Predict the reactants needed to synthesize the given product. (1) Given the product [Cl:29][C:30]1[CH:31]=[C:32]([O:40][C:41]2[CH:53]=[CH:52][C:44]([C:45]([OH:47])=[O:46])=[CH:43][C:42]=2[C:54]2[C:55]([O:60][CH3:61])=[N:56][CH:57]=[CH:58][CH:59]=2)[CH:33]=[N:34][C:35]=1[O:36][CH:37]([CH3:38])[CH3:39], predict the reactants needed to synthesize it. The reactants are: ClC1C(OC2C=CC(OC(F)(F)F)=C(Cl)C=2)=CC(F)=C(C=1)C(OC(C)(C)C)=O.[Cl:29][C:30]1[CH:31]=[C:32]([O:40][C:41]2[CH:53]=[CH:52][C:44]([C:45]([O:47]C(C)(C)C)=[O:46])=[CH:43][C:42]=2[C:54]2[C:55]([O:60][CH3:61])=[N:56][CH:57]=[CH:58][CH:59]=2)[CH:33]=[N:34][C:35]=1[O:36][CH:37]([CH3:39])[CH3:38]. (2) Given the product [C:1]([O:5][C:6]([N:8]1[CH2:13][CH2:12][N:11]2[C:14]([CH2:18][CH3:19])=[N:15][C:16]([Cl:33])=[C:10]2[CH:9]1[CH2:20][O:21][C:22]1[CH:27]=[CH:26][CH:25]=[C:24]([C:28]([F:31])([F:30])[F:29])[CH:23]=1)=[O:7])([CH3:4])([CH3:3])[CH3:2], predict the reactants needed to synthesize it. The reactants are: [C:1]([O:5][C:6]([N:8]1[CH2:13][CH2:12][N:11]2[C:14]([CH2:18][CH3:19])=[N:15][C:16](I)=[C:10]2[CH:9]1[CH2:20][O:21][C:22]1[CH:27]=[CH:26][CH:25]=[C:24]([C:28]([F:31])([F:30])[F:29])[CH:23]=1)=[O:7])([CH3:4])([CH3:3])[CH3:2].C(Cl)[Cl:33].CO. (3) Given the product [Cl:20][C:21]1[N:22]=[N:23][C:24]([C:6]2[C:7]3[NH:8][C:9]([C:12]([F:15])([F:14])[F:13])=[N:10][C:11]=3[C:3]([O:2][CH3:1])=[CH:4][CH:5]=2)=[CH:25][CH:26]=1, predict the reactants needed to synthesize it. The reactants are: [CH3:1][O:2][C:3]1[C:11]2[N:10]=[C:9]([C:12]([F:15])([F:14])[F:13])[NH:8][C:7]=2[C:6](OB(O)O)=[CH:5][CH:4]=1.[Cl:20][C:21]1[N:22]=[N:23][C:24](Cl)=[CH:25][CH:26]=1. (4) The reactants are: Cl[C:2]1[N:7]=[C:6]([NH:8][C@H:9]2[CH2:14][CH2:13][CH2:12][C@@H:11]([NH:15][C:16](=[O:22])[O:17][C:18]([CH3:21])([CH3:20])[CH3:19])[CH2:10]2)[C:5]([F:23])=[CH:4][C:3]=1[C:24]#[N:25].[F:26][C:27]1[CH:28]=[C:29]2[C:35](B3OC(C)(C)C(C)(C)O3)=[CH:34][N:33]([S:45]([C:48]3[CH:53]=[CH:52][C:51]([CH3:54])=[CH:50][CH:49]=3)(=[O:47])=[O:46])[C:30]2=[N:31][CH:32]=1.C(=O)([O-])[O-].[Na+].[Na+].C(OCC)(=O)C. Given the product [C:24]([C:3]1[CH:4]=[C:5]([F:23])[C:6]([NH:8][C@H:9]2[CH2:14][CH2:13][CH2:12][C@@H:11]([NH:15][C:16](=[O:22])[O:17][C:18]([CH3:21])([CH3:20])[CH3:19])[CH2:10]2)=[N:7][C:2]=1[C:35]1[C:29]2[C:30](=[N:31][CH:32]=[C:27]([F:26])[CH:28]=2)[N:33]([S:45]([C:48]2[CH:53]=[CH:52][C:51]([CH3:54])=[CH:50][CH:49]=2)(=[O:46])=[O:47])[CH:34]=1)#[N:25], predict the reactants needed to synthesize it. (5) Given the product [O:23]=[CH:24][CH2:25][CH:26]1[CH2:27][CH2:28][N:29]([C:32]([O:34][C:35]([CH3:38])([CH3:37])[CH3:36])=[O:33])[CH2:30][CH2:31]1, predict the reactants needed to synthesize it. The reactants are: CC(OI1(OC(C)=O)(OC(C)=O)OC(=O)C2C1=CC=CC=2)=O.[OH:23][CH2:24][CH2:25][CH:26]1[CH2:31][CH2:30][N:29]([C:32]([O:34][C:35]([CH3:38])([CH3:37])[CH3:36])=[O:33])[CH2:28][CH2:27]1.S([O-])([O-])(=O)=S.[Na+].[Na+].